This data is from Reaction yield outcomes from USPTO patents with 853,638 reactions. The task is: Predict the reaction yield, written as a fraction of the theoretical maximum amount of product (1.0 means a 100% yield; for example, 0.34 means a 34% yield). (1) The reactants are [CH3:1][C:2]1[CH:3]=[CH:4][C:5]([C:8]2[CH:13]=[CH:12][NH:11][C:10](=[O:14])[CH:9]=2)=[N:6][CH:7]=1.Br[C:16]1[CH:17]=[CH:18][C:19]2[C:20]3[CH2:29][N:28]([C:30]([O:32][C:33]([CH3:36])([CH3:35])[CH3:34])=[O:31])[CH2:27][CH2:26][C:21]=3[N:22]([CH3:25])[C:23]=2[CH:24]=1. No catalyst specified. The product is [CH3:25][N:22]1[C:23]2[CH:24]=[C:16]([N:11]3[CH:12]=[CH:13][C:8]([C:5]4[CH:4]=[CH:3][C:2]([CH3:1])=[CH:7][N:6]=4)=[CH:9][C:10]3=[O:14])[CH:17]=[CH:18][C:19]=2[C:20]2[CH2:29][N:28]([C:30]([O:32][C:33]([CH3:36])([CH3:35])[CH3:34])=[O:31])[CH2:27][CH2:26][C:21]1=2. The yield is 0.640. (2) The reactants are [Br:1][C:2]1[CH:7]=[CH:6][C:5]([C:8](=O)[CH2:9][CH2:10][CH2:11][NH:12]C(=O)OC(C)(C)C)=[CH:4][C:3]=1[F:21]. The catalyst is C(O)=O. The product is [Br:1][C:2]1[CH:7]=[CH:6][C:5]([C:8]2[CH2:9][CH2:10][CH2:11][N:12]=2)=[CH:4][C:3]=1[F:21]. The yield is 0.820. (3) The reactants are [CH:1](=O)[C:2]1[CH:7]=[CH:6][CH:5]=[N:4][CH:3]=1.S([NH:19][NH2:20])(C1C=CC(C)=CC=1)(=O)=O.[OH-].[Na+].[CH2:23]([NH:26][C:27](=[O:33])[O:28][C:29]([CH3:32])([CH3:31])[CH3:30])[C:24]#[CH:25]. The catalyst is CCO.O.CCOC(C)=O. The product is [N:4]1[CH:5]=[CH:6][CH:7]=[C:2]([C:1]2[CH:25]=[C:24]([CH2:23][NH:26][C:27](=[O:33])[O:28][C:29]([CH3:30])([CH3:32])[CH3:31])[NH:20][N:19]=2)[CH:3]=1. The yield is 0.360. (4) The reactants are S(=O)(=O)(O)O.[NH2:6][C:7]1[CH:15]=[CH:14][C:10]([C:11](O)=[O:12])=[CH:9][N:8]=1.C([O-])([O-])=O.[Na+].[Na+].[H-].[Al+3].[Li+].[H-].[H-].[H-].[OH-].[Na+]. The catalyst is C(O)C.O. The product is [NH2:6][C:7]1[N:8]=[CH:9][C:10]([CH2:11][OH:12])=[CH:14][CH:15]=1. The yield is 0.720. (5) The reactants are OO.FC(F)(F)C(OC(=O)C(F)(F)F)=[O:6].[Cl:16][C:17]1[N:22]=[CH:21][C:20]([CH2:23][C:24]([O:26][CH3:27])=[O:25])=[CH:19][CH:18]=1.C(=O)([O-])[O-].[K+].[K+]. The catalyst is C(Cl)Cl. The product is [Cl:16][C:17]1[N+:22]([O-:6])=[CH:21][C:20]([CH2:23][C:24]([O:26][CH3:27])=[O:25])=[CH:19][CH:18]=1. The yield is 0.440. (6) The reactants are BrC1C(C(=O)N(CCCC)CCCC)=NN(C2C=CC(C(O)=O)=CC=2C(N2CCC3C(=CC=CC=3)C2)=O)C=1C.[CH2:40]([N:44]([CH2:82][C:83]1[CH:88]=[CH:87][C:86]([Cl:89])=[C:85]([Cl:90])[CH:84]=1)[C:45]([C:47]1[C:51]([Cl:52])=[C:50]([CH3:53])[N:49]([C:54]2[CH:69]=[CH:68][C:57]([C:58]([O:60]CC3C=CC=CC=3)=[O:59])=[CH:56][C:55]=2[C:70]([N:72]2[CH2:81][CH2:80][C:79]3[C:74](=[CH:75][CH:76]=[CH:77][CH:78]=3)[CH2:73]2)=[O:71])[N:48]=1)=[O:46])[CH2:41][CH2:42][CH3:43]. No catalyst specified. The product is [CH2:40]([N:44]([CH2:82][C:83]1[CH:88]=[CH:87][C:86]([Cl:89])=[C:85]([Cl:90])[CH:84]=1)[C:45]([C:47]1[C:51]([Cl:52])=[C:50]([CH3:53])[N:49]([C:54]2[CH:69]=[CH:68][C:57]([C:58]([OH:60])=[O:59])=[CH:56][C:55]=2[C:70]([N:72]2[CH2:81][CH2:80][C:79]3[C:74](=[CH:75][CH:76]=[CH:77][CH:78]=3)[CH2:73]2)=[O:71])[N:48]=1)=[O:46])[CH2:41][CH2:42][CH3:43]. The yield is 0.980.